Task: Predict the product of the given reaction.. Dataset: Forward reaction prediction with 1.9M reactions from USPTO patents (1976-2016) The product is: [C:11]([OH:10])(=[O:22])[CH3:20].[Si:3]([O:10][C@@H:11]1[CH2:20][CH2:19][CH2:18][C@H:17]2[C@@H:12]1[NH:13][CH2:14][CH2:15][NH:16]2)([C:6]([CH3:9])([CH3:7])[CH3:8])([CH3:5])[CH3:4]. Given the reactants [H][H].[Si:3]([O:10][C@@H:11]1[CH2:20][CH2:19][CH2:18][C:17]2[N:16]=[CH:15][CH:14]=[N:13][C:12]1=2)([C:6]([CH3:9])([CH3:8])[CH3:7])([CH3:5])[CH3:4].C[OH:22], predict the reaction product.